Dataset: Full USPTO retrosynthesis dataset with 1.9M reactions from patents (1976-2016). Task: Predict the reactants needed to synthesize the given product. Given the product [C:15]1([NH:14][C:7](=[O:13])[CH2:8][CH2:9][CH:10]=[CH2:11])[CH:20]=[CH:19][CH:18]=[CH:17][CH:16]=1, predict the reactants needed to synthesize it. The reactants are: C(Cl)(=O)C(Cl)=O.[C:7]([OH:13])(=O)[CH2:8][CH2:9][CH:10]=[CH2:11].[NH2:14][C:15]1[CH:20]=[CH:19][CH:18]=[CH:17][CH:16]=1.